From a dataset of NCI-60 drug combinations with 297,098 pairs across 59 cell lines. Regression. Given two drug SMILES strings and cell line genomic features, predict the synergy score measuring deviation from expected non-interaction effect. (1) Drug 2: C1C(C(OC1N2C=NC(=NC2=O)N)CO)O. Synergy scores: CSS=34.1, Synergy_ZIP=-6.60, Synergy_Bliss=-12.6, Synergy_Loewe=-57.4, Synergy_HSA=-20.7. Cell line: HL-60(TB). Drug 1: C1CCC(C1)C(CC#N)N2C=C(C=N2)C3=C4C=CNC4=NC=N3. (2) Drug 1: CN1C(=O)N2C=NC(=C2N=N1)C(=O)N. Drug 2: C1CC(=O)NC(=O)C1N2C(=O)C3=CC=CC=C3C2=O. Cell line: KM12. Synergy scores: CSS=1.54, Synergy_ZIP=0.654, Synergy_Bliss=0.374, Synergy_Loewe=3.19, Synergy_HSA=-1.33. (3) Drug 1: CCN(CC)CCNC(=O)C1=C(NC(=C1C)C=C2C3=C(C=CC(=C3)F)NC2=O)C. Drug 2: CC12CCC3C(C1CCC2OP(=O)(O)O)CCC4=C3C=CC(=C4)OC(=O)N(CCCl)CCCl.[Na+]. Cell line: MDA-MB-435. Synergy scores: CSS=6.80, Synergy_ZIP=-3.61, Synergy_Bliss=-3.77, Synergy_Loewe=-2.10, Synergy_HSA=-3.38. (4) Drug 1: CN1CCC(CC1)COC2=C(C=C3C(=C2)N=CN=C3NC4=C(C=C(C=C4)Br)F)OC. Drug 2: CN(CC1=CN=C2C(=N1)C(=NC(=N2)N)N)C3=CC=C(C=C3)C(=O)NC(CCC(=O)O)C(=O)O. Cell line: SW-620. Synergy scores: CSS=28.5, Synergy_ZIP=5.63, Synergy_Bliss=6.52, Synergy_Loewe=-5.34, Synergy_HSA=5.93. (5) Drug 1: CC1CCC2CC(C(=CC=CC=CC(CC(C(=O)C(C(C(=CC(C(=O)CC(OC(=O)C3CCCCN3C(=O)C(=O)C1(O2)O)C(C)CC4CCC(C(C4)OC)O)C)C)O)OC)C)C)C)OC. Drug 2: CCC1(C2=C(COC1=O)C(=O)N3CC4=CC5=C(C=CC(=C5CN(C)C)O)N=C4C3=C2)O.Cl. Cell line: SK-MEL-28. Synergy scores: CSS=29.8, Synergy_ZIP=-4.26, Synergy_Bliss=3.01, Synergy_Loewe=-2.39, Synergy_HSA=4.71.